This data is from Peptide-MHC class I binding affinity with 185,985 pairs from IEDB/IMGT. The task is: Regression. Given a peptide amino acid sequence and an MHC pseudo amino acid sequence, predict their binding affinity value. This is MHC class I binding data. The peptide sequence is KAIKILTGF. The MHC is HLA-B58:01 with pseudo-sequence HLA-B58:01. The binding affinity (normalized) is 0.712.